Dataset: NCI-60 drug combinations with 297,098 pairs across 59 cell lines. Task: Regression. Given two drug SMILES strings and cell line genomic features, predict the synergy score measuring deviation from expected non-interaction effect. Drug 1: COC1=C(C=C2C(=C1)N=CN=C2NC3=CC(=C(C=C3)F)Cl)OCCCN4CCOCC4. Drug 2: CC(C1=C(C=CC(=C1Cl)F)Cl)OC2=C(N=CC(=C2)C3=CN(N=C3)C4CCNCC4)N. Cell line: SNB-75. Synergy scores: CSS=27.5, Synergy_ZIP=-8.27, Synergy_Bliss=-1.29, Synergy_Loewe=-2.12, Synergy_HSA=-0.803.